From a dataset of Reaction yield outcomes from USPTO patents with 853,638 reactions. Predict the reaction yield, written as a fraction of the theoretical maximum amount of product (1.0 means a 100% yield; for example, 0.34 means a 34% yield). (1) The yield is 0.710. The reactants are CN1C2C(=CC(S(N3CCC[C@H]3COC3C=CC=CC=3)(=O)=O)=CC=2)C(=O)C1=O.[O:29]([CH2:36][C@@H:37]1[CH2:40][CH2:39][N:38]1[S:41]([C:44]1[CH:45]=[C:46]2[C:50](=[CH:51][CH:52]=1)[NH:49][C:48](=[O:53])[C:47]2=[O:54])(=[O:43])=[O:42])[C:30]1[CH:35]=[CH:34][CH:33]=[CH:32][CH:31]=1.[F:55][C:56]1[CH:63]=[CH:62][C:59]([CH2:60]Br)=[CH:58][CH:57]=1. No catalyst specified. The product is [F:55][C:56]1[CH:63]=[CH:62][C:59]([CH2:60][N:49]2[C:50]3[C:46](=[CH:45][C:44]([S:41]([N:38]4[CH2:39][CH2:40][C@H:37]4[CH2:36][O:29][C:30]4[CH:35]=[CH:34][CH:33]=[CH:32][CH:31]=4)(=[O:43])=[O:42])=[CH:52][CH:51]=3)[C:47](=[O:54])[C:48]2=[O:53])=[CH:58][CH:57]=1. (2) The reactants are C[O:2][C:3]1[CH:8]=[C:7]([N:9]2[CH:13]=[CH:12][CH:11]=[N:10]2)[CH:6]=[CH:5][C:4]=1[C:14]1[N:19]=[N:18][C:17]([C:20]2[CH2:25][CH2:24][N:23](C(OC(C)(C)C)=O)[CH2:22][CH:21]=2)=[CH:16][CH:15]=1.B(Br)(Br)Br. The catalyst is C(Cl)Cl. The product is [N:9]1([C:7]2[CH:6]=[CH:5][C:4]([C:14]3[N:19]=[N:18][C:17]([C:20]4[CH2:25][CH2:24][NH:23][CH2:22][CH:21]=4)=[CH:16][CH:15]=3)=[C:3]([OH:2])[CH:8]=2)[CH:13]=[CH:12][CH:11]=[N:10]1. The yield is 0.250. (3) The reactants are [CH:1]([O:4][P:5]([CH2:11]Br)(=[O:10])[O:6][CH:7]([CH3:9])[CH3:8])([CH3:3])[CH3:2].[OH:13][CH2:14][C:15]([CH2:38][CH3:39])=[CH:16][CH2:17][C:18]1[C:26]([O:27][CH2:28][CH2:29][Si:30]([CH3:33])([CH3:32])[CH3:31])=[C:25]2[C:21]([CH2:22][O:23][C:24]2=[O:34])=[C:20]([CH3:35])[C:19]=1[O:36][CH3:37].CC(C)([O-])C.[Li+].[Cl-].[Li+]. The catalyst is CN(C=O)C. The product is [CH:1]([O:4][P:5]([CH2:11][O:13][CH2:14][C:15]([CH2:38][CH3:39])=[CH:16][CH2:17][C:18]1[C:26]([O:27][CH2:28][CH2:29][Si:30]([CH3:32])([CH3:33])[CH3:31])=[C:25]2[C:21](=[C:20]([CH3:35])[C:19]=1[O:36][CH3:37])[CH2:22][O:23][C:24]2=[O:34])(=[O:10])[O:6][CH:7]([CH3:9])[CH3:8])([CH3:3])[CH3:2]. The yield is 0.350.